This data is from Forward reaction prediction with 1.9M reactions from USPTO patents (1976-2016). The task is: Predict the product of the given reaction. (1) Given the reactants [OH:1][C@H:2]1[C@H:7](/[N:8]=C/C2C=CC(OC)=CC=2)[CH2:6][CH2:5][N:4]([C:18]([O:20][CH3:21])=[O:19])[CH2:3]1.O.C(O)(C(F)(F)F)=O, predict the reaction product. The product is: [NH2:8][C@@H:7]1[CH2:6][CH2:5][N:4]([C:18]([O:20][CH3:21])=[O:19])[CH2:3][C@H:2]1[OH:1]. (2) Given the reactants [CH:1]([C:4]1[CH:9]=[CH:8][C:7]([S:10]([C:13]2[CH:18]=[CH:17][CH:16]=[CH:15][CH:14]=2)(=[O:12])=[O:11])=[CH:6][C:5]=1[S:19](Cl)(=[O:21])=[O:20])([CH3:3])[CH3:2].Cl.[NH2:24][CH:25]1[CH2:30][CH2:29][N:28]([C:31]([C:33]2[CH:38]=[CH:37][C:36]([C:39]([CH3:42])([CH3:41])[CH3:40])=[CH:35][CH:34]=2)=[O:32])[CH2:27][CH2:26]1.C(N(C(C)C)CC)(C)C, predict the reaction product. The product is: [C:39]([C:36]1[CH:37]=[CH:38][C:33]([C:31]([N:28]2[CH2:27][CH2:26][CH:25]([NH:24][S:19]([C:5]3[CH:6]=[C:7]([S:10]([C:13]4[CH:18]=[CH:17][CH:16]=[CH:15][CH:14]=4)(=[O:12])=[O:11])[CH:8]=[CH:9][C:4]=3[CH:1]([CH3:3])[CH3:2])(=[O:21])=[O:20])[CH2:30][CH2:29]2)=[O:32])=[CH:34][CH:35]=1)([CH3:42])([CH3:40])[CH3:41]. (3) Given the reactants [CH:1]([C:4]1[CH:13]=[C:12]2[C:7]([CH2:8][CH2:9][CH2:10][CH:11]2[C:14]([OH:16])=O)=[CH:6][CH:5]=1)([CH3:3])[CH3:2].[CH2:17]([N:19]1[CH:23]=[C:22]([CH2:24][NH:25][C:26]2[CH:31]=[CH:30][C:29]([CH:32]([CH3:34])[CH3:33])=[CH:28][CH:27]=2)[CH:21]=[N:20]1)[CH3:18], predict the reaction product. The product is: [CH2:17]([N:19]1[CH:23]=[C:22]([CH2:24][N:25]([C:26]2[CH:27]=[CH:28][C:29]([CH:32]([CH3:33])[CH3:34])=[CH:30][CH:31]=2)[C:14]([CH:11]2[C:12]3[C:7](=[CH:6][CH:5]=[C:4]([CH:1]([CH3:2])[CH3:3])[CH:13]=3)[CH2:8][CH2:9][CH2:10]2)=[O:16])[CH:21]=[N:20]1)[CH3:18]. (4) Given the reactants [Br:1][C:2]1[C:3]([C:13]2[CH:18]=[CH:17][CH:16]=[CH:15][CH:14]=2)=[CH:4][C:5]2[NH:10][C:9](=S)[CH2:8][O:7][C:6]=2[N:12]=1.[F:19][CH:20]([F:25])[C:21]([NH:23][NH2:24])=O, predict the reaction product. The product is: [Br:1][C:2]1[C:3]([C:13]2[CH:18]=[CH:17][CH:16]=[CH:15][CH:14]=2)=[CH:4][C:5]2[N:10]3[C:21]([CH:20]([F:25])[F:19])=[N:23][N:24]=[C:9]3[CH2:8][O:7][C:6]=2[N:12]=1. (5) Given the reactants [NH2:1][N:2]1[C:7](=[O:8])[C:6]([C:9]2[NH:14][C:13]3[CH:15]=[CH:16][CH:17]=[CH:18][C:12]=3[S:11](=[O:20])(=[O:19])[N:10]=2)=[C:5]([OH:21])[C:4]2[S:22][CH:23]=[CH:24][C:3]1=2.[C:25]1(=O)[CH2:31][CH2:30][CH2:29][CH2:28][CH2:27][CH2:26]1, predict the reaction product. The product is: [C:25]1(=[N:1][N:2]2[C:7](=[O:8])[C:6]([C:9]3[NH:14][C:13]4[CH:15]=[CH:16][CH:17]=[CH:18][C:12]=4[S:11](=[O:20])(=[O:19])[N:10]=3)=[C:5]([OH:21])[C:4]3[S:22][CH:23]=[CH:24][C:3]2=3)[CH2:31][CH2:30][CH2:29][CH2:28][CH2:27][CH2:26]1. (6) Given the reactants [C:1]([O:4][C@@H:5]1[C@@H:10]([O:11][C:12](=[O:14])[CH3:13])[C@H:9]([O:15][C:16](=[O:18])[CH3:17])[C@@H:8]([CH2:19][O:20][C:21](=[O:23])[CH3:22])[O:7][C@H:6]1[O:24][C:25]1[C:29]([CH2:30][C:31]2[CH:36]=[CH:35][C:34](Br)=[CH:33][C:32]=2[CH3:38])=[C:28]([CH:39]([CH3:41])[CH3:40])[NH:27][N:26]=1)(=[O:3])[CH3:2].[C:42]([OH:46])(=[O:45])[CH:43]=[CH2:44].C(O)(=O)CC=C, predict the reaction product. The product is: [C:1]([O:4][C@@H:5]1[C@@H:10]([O:11][C:12](=[O:14])[CH3:13])[C@H:9]([O:15][C:16](=[O:18])[CH3:17])[C@@H:8]([CH2:19][O:20][C:21](=[O:23])[CH3:22])[O:7][C@H:6]1[O:24][C:25]1[C:29]([CH2:30][C:31]2[CH:36]=[CH:35][C:34](/[CH:44]=[CH:43]/[C:42]([OH:46])=[O:45])=[CH:33][C:32]=2[CH3:38])=[C:28]([CH:39]([CH3:41])[CH3:40])[NH:27][N:26]=1)(=[O:3])[CH3:2]. (7) Given the reactants [Cl:1][C:2]1[N:3]=[C:4]([N:18]2[CH2:23][CH2:22][O:21][CH2:20][CH2:19]2)[C:5]2[S:10][C:9]([CH2:11][N:12]3[CH2:17][CH2:16][NH:15][CH2:14][CH2:13]3)=[CH:8][C:6]=2[N:7]=1.C([N:31]1[CH2:36][CH2:35][NH:34][CH2:33][CH2:32]1)(OC(C)(C)C)=O.N1C=CN=C1C=O, predict the reaction product. The product is: [Cl:1][C:2]1[N:3]=[C:4]([N:18]2[CH2:19][CH2:20][O:21][CH2:22][CH2:23]2)[C:5]2[S:10][C:9]([CH2:11][N:12]3[CH2:17][CH2:16][N:15]([CH2:36][C:35]4[NH:31][CH:32]=[CH:33][N:34]=4)[CH2:14][CH2:13]3)=[CH:8][C:6]=2[N:7]=1.